From a dataset of Forward reaction prediction with 1.9M reactions from USPTO patents (1976-2016). Predict the product of the given reaction. (1) Given the reactants C([SiH](CC)CC)C.[CH2:8]([O:15][C:16]1[CH:21]=[CH:20][CH:19]=[CH:18][C:17]=1[CH:22]([C:24]1[CH:29]=[CH:28][C:27]([S:30][CH3:31])=[CH:26][CH:25]=1)O)[C:9]1[CH:14]=[CH:13][CH:12]=[CH:11][CH:10]=1.O, predict the reaction product. The product is: [CH2:8]([O:15][C:16]1[CH:21]=[CH:20][CH:19]=[CH:18][C:17]=1[CH2:22][C:24]1[CH:29]=[CH:28][C:27]([S:30][CH3:31])=[CH:26][CH:25]=1)[C:9]1[CH:10]=[CH:11][CH:12]=[CH:13][CH:14]=1. (2) Given the reactants [N:1]1[C:10]2[C:5](=[CH:6][C:7]([OH:11])=[CH:8][CH:9]=2)[CH:4]=[CH:3][CH:2]=1.[CH2:12]([N:19]=[C:20]=[O:21])[CH2:13][CH2:14][CH2:15][CH2:16][CH2:17][CH3:18].C(=O)([O-])[O-].[K+].[K+].[I-].[Na+], predict the reaction product. The product is: [N:1]1[C:10]2[C:5](=[CH:6][C:7]([O:11][C:20](=[O:21])[NH:19][CH2:12][CH2:13][CH2:14][CH2:15][CH2:16][CH2:17][CH3:18])=[CH:8][CH:9]=2)[CH:4]=[CH:3][CH:2]=1. (3) Given the reactants [N:1]1([C:6]2[CH:11]=[CH:10][C:9]([N:12]3[CH2:17][CH2:16][NH:15][CH2:14][CH2:13]3)=[CH:8][CH:7]=2)[CH:5]=[CH:4][N:3]=[CH:2]1.C[C:19]1([C:34](O)=O)[CH2:23][CH:22]2[CH:24]([CH3:33])[C:25]([N+:30]([O-:32])=[O:31])=[C:26]([CH3:29])[C:27]([CH3:28])=[C:21]2[O:20]1.Cl.C[N:39]([CH3:48])CCCN=C=NCC.Cl.[OH:50]N1C2C=CC=CC=2N=N1, predict the reaction product. The product is: [N+:30]([C:25]1[CH:24]([CH3:33])[CH:22]2[CH2:23][C:19]([NH:39][C:48]([N:15]3[CH2:16][CH2:17][N:12]([C:9]4[CH:8]=[CH:7][C:6]([N:1]5[CH:5]=[CH:4][N:3]=[CH:2]5)=[CH:11][CH:10]=4)[CH2:13][CH2:14]3)=[O:50])([CH3:34])[O:20][C:21]2=[C:27]([CH3:28])[C:26]=1[CH3:29])([O-:32])=[O:31]. (4) The product is: [Cl:14][C:12]1[S:11][C:9]2[NH:10][C:6]([C:4]([N:19]3[CH2:20][CH2:21][N:16]([CH3:15])[CH2:17][CH2:18]3)=[O:5])=[CH:7][C:8]=2[CH:13]=1. Given the reactants C(O[C:4]([C:6]1[NH:10][C:9]2[S:11][C:12]([Cl:14])=[CH:13][C:8]=2[CH:7]=1)=[O:5])C.[CH3:15][N:16]1[CH2:21][CH2:20][NH:19][CH2:18][CH2:17]1, predict the reaction product.